This data is from Full USPTO retrosynthesis dataset with 1.9M reactions from patents (1976-2016). The task is: Predict the reactants needed to synthesize the given product. (1) Given the product [Cl:12][C:13]1[N:18]=[CH:17][C:16]([S:19]([NH:8][C:5]2[C:4]([O:9][CH3:10])=[CH:3][C:2]([Cl:1])=[CH:7][N:6]=2)(=[O:21])=[O:20])=[CH:15][CH:14]=1, predict the reactants needed to synthesize it. The reactants are: [Cl:1][C:2]1[CH:3]=[C:4]([O:9][CH3:10])[C:5]([NH2:8])=[N:6][CH:7]=1.Cl.[Cl:12][C:13]1[N:18]=[CH:17][C:16]([S:19](Cl)(=[O:21])=[O:20])=[CH:15][CH:14]=1. (2) Given the product [Br:7][C:8]1[CH:9]=[C:10]([CH:13]=[CH:14][C:15]=1[O:24][C:21]1[CH:22]=[CH:23][C:18]([Cl:17])=[CH:19][C:20]=1[O:25][CH3:26])[C:11]#[N:12], predict the reactants needed to synthesize it. The reactants are: C(=O)([O-])[O-].[K+].[K+].[Br:7][C:8]1[CH:9]=[C:10]([CH:13]=[CH:14][C:15]=1F)[C:11]#[N:12].[Cl:17][C:18]1[CH:23]=[CH:22][C:21]([OH:24])=[C:20]([O:25][CH3:26])[CH:19]=1. (3) Given the product [F:41][C:38]([F:39])([F:40])[C:36]1[CH:35]=[CH:34][N:33]=[C:32]([N:26]2[CH2:27][CH2:28][N:29]([CH2:12][CH2:13][CH2:14][C:15]3[C:23]4[C:18](=[CH:19][CH:20]=[C:21]([C:24]#[N:25])[CH:22]=4)[NH:17][CH:16]=3)[CH2:30][CH2:31]2)[N:37]=1, predict the reactants needed to synthesize it. The reactants are: CC1C=CC(S(O[CH2:12][CH2:13][CH2:14][C:15]2[C:23]3[C:18](=[CH:19][CH:20]=[C:21]([C:24]#[N:25])[CH:22]=3)[NH:17][CH:16]=2)(=O)=O)=CC=1.[N:26]1([C:32]2[N:37]=[C:36]([C:38]([F:41])([F:40])[F:39])[CH:35]=[CH:34][N:33]=2)[CH2:31][CH2:30][NH:29][CH2:28][CH2:27]1.C(=O)([O-])[O-].[K+].[K+].[I-].[K+].